From a dataset of NCI-60 drug combinations with 297,098 pairs across 59 cell lines. Regression. Given two drug SMILES strings and cell line genomic features, predict the synergy score measuring deviation from expected non-interaction effect. Drug 1: CC1=C2C(C(=O)C3(C(CC4C(C3C(C(C2(C)C)(CC1OC(=O)C(C(C5=CC=CC=C5)NC(=O)OC(C)(C)C)O)O)OC(=O)C6=CC=CC=C6)(CO4)OC(=O)C)OC)C)OC. Drug 2: CN(CC1=CN=C2C(=N1)C(=NC(=N2)N)N)C3=CC=C(C=C3)C(=O)NC(CCC(=O)O)C(=O)O. Cell line: SW-620. Synergy scores: CSS=44.4, Synergy_ZIP=-3.16, Synergy_Bliss=-6.32, Synergy_Loewe=-10.8, Synergy_HSA=-0.755.